This data is from Forward reaction prediction with 1.9M reactions from USPTO patents (1976-2016). The task is: Predict the product of the given reaction. (1) Given the reactants Cl[N:2]([C:13](=[O:23])[C:14]1[CH:19]=[CH:18][CH:17]=[C:16]([N+:20]([O-])=O)[CH:15]=1)[C:3]1[CH:11]=[CH:10][C:9]([I:12])=[CH:8][C:4]=1[C:5]([OH:7])=[O:6].[OH-].[Na+].[ClH:26], predict the reaction product. The product is: [NH2:20][C:16]1[CH:15]=[C:14]([CH:19]=[CH:18][C:17]=1[Cl:26])[C:13]([NH:2][C:3]1[CH:11]=[CH:10][C:9]([I:12])=[CH:8][C:4]=1[C:5]([OH:7])=[O:6])=[O:23]. (2) Given the reactants [N:1]1([C:6]2[CH:26]=[CH:25][C:9]([CH2:10][C:11]3[C:12]([O:23][CH3:24])=[N:13][C:14]4[C:19]([C:20]=3[Cl:21])=[CH:18][C:17](I)=[CH:16][CH:15]=4)=[CH:8][CH:7]=2)[CH:5]=[N:4][CH:3]=[N:2]1.[C:27]([CH:35]1[CH2:40][CH2:39][N:38]([C:41](=[O:43])[CH3:42])[CH2:37][CH2:36]1)(=[O:34])[C:28]1[CH:33]=[CH:32][CH:31]=[CH:30][CH:29]=1.O.[Cl-].[Na+], predict the reaction product. The product is: [N:1]1([C:6]2[CH:26]=[CH:25][C:9]([CH2:10][C:11]3[C:12]([O:23][CH3:24])=[N:13][C:14]4[C:19]([C:20]=3[Cl:21])=[CH:18][C:17]([C:27]([OH:34])([C:28]3[CH:33]=[CH:32][CH:31]=[CH:30][CH:29]=3)[CH:35]3[CH2:40][CH2:39][N:38]([C:41](=[O:43])[CH3:42])[CH2:37][CH2:36]3)=[CH:16][CH:15]=4)=[CH:8][CH:7]=2)[CH:5]=[N:4][CH:3]=[N:2]1. (3) Given the reactants [Br:1][C:2]1[N:7]=[CH:6][C:5]2[CH:8]=[C:9]([C:11]3[CH:12]=[N:13][N:14]([CH3:16])[CH:15]=3)[NH:10][C:4]=2[CH:3]=1.C[Si](C)(C)[N-][Si](C)(C)C.[Na+].C1[CH2:31][O:30][CH2:29][CH2:28]1.BrCCOC, predict the reaction product. The product is: [Br:1][C:2]1[N:7]=[CH:6][C:5]2[CH:8]=[C:9]([C:11]3[CH:12]=[N:13][N:14]([CH3:16])[CH:15]=3)[N:10]([CH2:28][CH2:29][O:30][CH3:31])[C:4]=2[CH:3]=1.